Dataset: Full USPTO retrosynthesis dataset with 1.9M reactions from patents (1976-2016). Task: Predict the reactants needed to synthesize the given product. The reactants are: [NH2:1][C:2]1[C:11]2[C:6](=[C:7](Br)[CH:8]=[CH:9][CH:10]=2)[N:5]=[N:4][C:3]=1[C:13]([NH:15][CH2:16][CH2:17][CH3:18])=[O:14].[F:19][C:20]1[CH:25]=[CH:24][C:23]([F:26])=[CH:22][C:21]=1B(O)O. Given the product [NH2:1][C:2]1[C:11]2[C:6](=[C:7]([C:24]3[CH:25]=[C:20]([F:19])[CH:21]=[CH:22][C:23]=3[F:26])[CH:8]=[CH:9][CH:10]=2)[N:5]=[N:4][C:3]=1[C:13]([NH:15][CH2:16][CH2:17][CH3:18])=[O:14], predict the reactants needed to synthesize it.